Dataset: Full USPTO retrosynthesis dataset with 1.9M reactions from patents (1976-2016). Task: Predict the reactants needed to synthesize the given product. (1) Given the product [F:18][C:4]1[CH:3]=[C:2]([B:19]2[O:23][C:22]([CH3:25])([CH3:24])[C:21]([CH3:27])([CH3:26])[O:20]2)[CH:7]=[CH:6][C:5]=1[NH:8][C:9]1[O:10][C:11]2[CH:17]=[CH:16][CH:15]=[CH:14][C:12]=2[N:13]=1, predict the reactants needed to synthesize it. The reactants are: Br[C:2]1[CH:7]=[CH:6][C:5]([NH:8][C:9]2[O:10][C:11]3[CH:17]=[CH:16][CH:15]=[CH:14][C:12]=3[N:13]=2)=[C:4]([F:18])[CH:3]=1.[B:19]1([B:19]2[O:23][C:22]([CH3:25])([CH3:24])[C:21]([CH3:27])([CH3:26])[O:20]2)[O:23][C:22]([CH3:25])([CH3:24])[C:21]([CH3:27])([CH3:26])[O:20]1.C([O-])(=O)C.[K+].ClCCl. (2) Given the product [N+:8]([C:5]1[CH:6]=[CH:7][C:2]([NH:1][C:11](=[O:12])[O:13][C:14]([CH3:17])([CH3:16])[CH3:15])=[N:3][CH:4]=1)([O-:10])=[O:9], predict the reactants needed to synthesize it. The reactants are: [NH2:1][C:2]1[CH:7]=[CH:6][C:5]([N+:8]([O-:10])=[O:9])=[CH:4][N:3]=1.[C:11](O[C:11]([O:13][C:14]([CH3:17])([CH3:16])[CH3:15])=[O:12])([O:13][C:14]([CH3:17])([CH3:16])[CH3:15])=[O:12].O. (3) Given the product [Cl:11][C:5]1[CH:4]=[CH:3][C:2]([NH:1][C:18](=[O:19])[C:17]2[CH:21]=[CH:22][C:14]([O:13][CH3:12])=[CH:15][CH:16]=2)=[CH:10][C:6]=1[C:7]([OH:9])=[O:8], predict the reactants needed to synthesize it. The reactants are: [NH2:1][C:2]1[CH:3]=[CH:4][C:5]([Cl:11])=[C:6]([CH:10]=1)[C:7]([OH:9])=[O:8].[CH3:12][O:13][C:14]1[CH:22]=[CH:21][C:17]([C:18](Cl)=[O:19])=[CH:16][CH:15]=1. (4) The reactants are: [OH-].[K+].[NH2:3][C:4]1[CH:11]=[CH:10][C:9]([Br:12])=[CH:8][C:5]=1[CH:6]=O.[CH3:13][C:14]([CH3:19])([CH3:18])[C:15](=O)[CH3:16]. Given the product [Br:12][C:9]1[CH:8]=[C:5]2[C:4](=[CH:11][CH:10]=1)[N:3]=[C:15]([C:14]([CH3:19])([CH3:18])[CH3:13])[CH:16]=[CH:6]2, predict the reactants needed to synthesize it. (5) Given the product [CH3:27][C:26]1[N:4]2[C:5]3[CH:24]=[CH:23][CH:22]=[CH:21][C:6]=3[CH2:7][CH2:8][CH:9]([NH:10][C:11](=[O:20])[O:12][CH2:13][C:14]3[CH:19]=[CH:18][CH:17]=[CH:16][CH:15]=3)[C:3]2=[N:28][CH:25]=1, predict the reactants needed to synthesize it. The reactants are: CS[C:3]1[C@H:9]([NH:10][C:11](=[O:20])[O:12][CH2:13][C:14]2[CH:19]=[CH:18][CH:17]=[CH:16][CH:15]=2)[CH2:8][CH2:7][C:6]2[CH:21]=[CH:22][CH:23]=[CH:24][C:5]=2[N:4]=1.[CH2:25]([NH2:28])[C:26]#[CH:27].O.C1(C)C=CC(S(O)(=O)=O)=CC=1.C1(OC2C=CC=CC=2)C=CC=CC=1.C1(C2C=CC=CC=2)C=CC=CC=1.Cl. (6) Given the product [CH2:1]([O:8][C:9]1[CH:14]=[CH:13][N:12]([C:15]2[CH:16]=[C:17]3[C:21](=[CH:22][CH:23]=2)[N:20]([CH2:24][CH2:25][N:37]2[CH2:38][CH2:39][CH2:40][C@@H:36]2[CH2:35][OH:34])[N:19]=[CH:18]3)[C:11](=[O:27])[CH:10]=1)[C:2]1[CH:7]=[CH:6][CH:5]=[CH:4][CH:3]=1, predict the reactants needed to synthesize it. The reactants are: [CH2:1]([O:8][C:9]1[CH:14]=[CH:13][N:12]([C:15]2[CH:16]=[C:17]3[C:21](=[CH:22][CH:23]=2)[N:20]([CH2:24][CH2:25]Cl)[N:19]=[CH:18]3)[C:11](=[O:27])[CH:10]=1)[C:2]1[CH:7]=[CH:6][CH:5]=[CH:4][CH:3]=1.C([O-])([O-])=O.[Cs+].[Cs+].[OH:34][CH2:35][C@H:36]1[CH2:40][CH2:39][CH2:38][NH:37]1. (7) Given the product [I:1][C:2]1[C:3]([NH:16][S:17]([CH3:20])(=[O:19])=[O:18])=[CH:4][C:5]([O:14][CH3:15])=[C:6]([CH:7]=1)[NH2:8], predict the reactants needed to synthesize it. The reactants are: [I:1][C:2]1[C:3]([NH:16][S:17]([CH3:20])(=[O:19])=[O:18])=[CH:4][C:5]([O:14][CH3:15])=[C:6]([NH:8]C(=O)OCC)[CH:7]=1.Cl. (8) Given the product [Cl:1][C:2]1[CH:3]=[C:4]([CH3:24])[C:5]2[NH:6][C:7](=[O:23])[C:8]3[CH:19]=[C:18]([CH2:20][CH2:21][OH:25])[CH:17]=[N:16][C:9]=3[N:10]([CH:13]3[CH2:14][CH2:15]3)[C:11]=2[N:12]=1, predict the reactants needed to synthesize it. The reactants are: [Cl:1][C:2]1[CH:3]=[C:4]([CH3:24])[C:5]2[NH:6][C:7](=[O:23])[C:8]3[CH:19]=[C:18]([CH2:20][CH:21]=C)[CH:17]=[N:16][C:9]=3[N:10]([CH:13]3[CH2:15][CH2:14]3)[C:11]=2[N:12]=1.[O:25]=[O+][O-].[BH4-].[Na+]. (9) Given the product [CH3:23][O:22][N:20]([CH3:21])[C:18]([CH:17]1[CH2:4][CH:16]1[C:12]1[CH:13]=[CH:14][CH:15]=[C:10]([Cl:9])[CH:11]=1)=[O:19], predict the reactants needed to synthesize it. The reactants are: [H-].[Na+].[I-].[CH3:4][S+](C)(C)=O.[Cl:9][C:10]1[CH:11]=[C:12]([CH:16]=[CH:17][C:18]([N:20]([O:22][CH3:23])[CH3:21])=[O:19])[CH:13]=[CH:14][CH:15]=1.